This data is from Full USPTO retrosynthesis dataset with 1.9M reactions from patents (1976-2016). The task is: Predict the reactants needed to synthesize the given product. (1) Given the product [CH2:1]([O:3][C:4](=[O:13])[C:5]1[CH:10]=[CH:9][C:8]([O:11][CH2:15][CH2:16][N:17]2[CH2:22][CH2:21][O:20][CH2:19][CH2:18]2)=[C:7]([F:12])[CH:6]=1)[CH3:2], predict the reactants needed to synthesize it. The reactants are: [CH2:1]([O:3][C:4](=[O:13])[C:5]1[CH:10]=[CH:9][C:8]([OH:11])=[C:7]([F:12])[CH:6]=1)[CH3:2].Cl[CH2:15][CH2:16][N:17]1[CH2:22][CH2:21][O:20][CH2:19][CH2:18]1.C(=O)([O-])[O-].[K+].[K+]. (2) Given the product [NH2:1][CH2:4][C:5]1[C:9]([CH2:10][N:11]([C:12]([O:14][C:15]([CH3:17])([CH3:18])[CH3:16])=[O:13])[C:19]([O:21][C:22]([CH3:25])([CH3:24])[CH3:23])=[O:20])=[N:8][N:7]([CH2:26][C@@H:27]2[C@H:30]([NH:31][C:32](=[O:68])/[C:33](=[N:47]\[O:48][C:49]3([C:52]([O:54][CH:55]([C:56]4[CH:61]=[CH:60][CH:59]=[CH:58][CH:57]=4)[C:62]4[CH:63]=[CH:64][CH:65]=[CH:66][CH:67]=4)=[O:53])[CH2:51][CH2:50]3)/[C:34]3[N:35]=[C:36]([NH:39][C:40]([O:42][C:43]([CH3:44])([CH3:45])[CH3:46])=[O:41])[S:37][CH:38]=3)[C:29](=[O:69])[N:28]2[S:70]([OH:73])(=[O:71])=[O:72])[N:6]=1, predict the reactants needed to synthesize it. The reactants are: [N:1]([CH2:4][C:5]1[C:9]([CH2:10][N:11]([C:19]([O:21][C:22]([CH3:25])([CH3:24])[CH3:23])=[O:20])[C:12]([O:14][C:15]([CH3:18])([CH3:17])[CH3:16])=[O:13])=[N:8][N:7]([CH2:26][C@@H:27]2[C@H:30]([NH:31][C:32](=[O:68])/[C:33](=[N:47]\[O:48][C:49]3([C:52]([O:54][CH:55]([C:62]4[CH:67]=[CH:66][CH:65]=[CH:64][CH:63]=4)[C:56]4[CH:61]=[CH:60][CH:59]=[CH:58][CH:57]=4)=[O:53])[CH2:51][CH2:50]3)/[C:34]3[N:35]=[C:36]([NH:39][C:40]([O:42][C:43]([CH3:46])([CH3:45])[CH3:44])=[O:41])[S:37][CH:38]=3)[C:29](=[O:69])[N:28]2[S:70]([OH:73])(=[O:72])=[O:71])[N:6]=1)=[N+]=[N-]. (3) Given the product [F:15][C:12]1[CH:13]=[CH:14][C:9]([C@@:7]([C:16]2[CH:17]=[N:18][C:19]([N:22]3[CH2:27][CH2:26][NH:25][CH2:24][CH2:23]3)=[N:20][CH:21]=2)([NH2:6])[CH3:8])=[CH:10][CH:11]=1, predict the reactants needed to synthesize it. The reactants are: CC(C)([S@@]([NH:6][C:7]([C:16]1[CH:17]=[N:18][C:19]([N:22]2[CH2:27][CH2:26][N:25](C(OC(C)(C)C)=O)[CH2:24][CH2:23]2)=[N:20][CH:21]=1)([C:9]1[CH:14]=[CH:13][C:12]([F:15])=[CH:11][CH:10]=1)[CH3:8])=O)C.Cl. (4) Given the product [F:26][C:21]1[CH:20]=[C:19]([CH2:18][O:17][C:5]2[CH:4]=[CH:3][C:2]([C:31]3[CH:30]=[N:29][N:28]([CH3:27])[CH:32]=3)=[CH:16][C:6]=2[C:7]([NH:9][C:10]2[CH:15]=[CH:14][N:13]=[N:12][CH:11]=2)=[O:8])[CH:24]=[CH:23][C:22]=1[F:25], predict the reactants needed to synthesize it. The reactants are: Br[C:2]1[CH:3]=[CH:4][C:5]([O:17][CH2:18][C:19]2[CH:24]=[CH:23][C:22]([F:25])=[C:21]([F:26])[CH:20]=2)=[C:6]([CH:16]=1)[C:7]([NH:9][C:10]1[CH:15]=[CH:14][N:13]=[N:12][CH:11]=1)=[O:8].[CH3:27][N:28]1[CH:32]=[C:31](B2OC(C)(C)C(C)(C)O2)[CH:30]=[N:29]1.C(=O)([O-])[O-].[Na+].[Na+]. (5) The reactants are: Br[C:2]1[C:7](=[O:8])[N:6]([CH2:9][C:10]2[CH:15]=[CH:14][C:13]([O:16][CH3:17])=[CH:12][CH:11]=2)[N:5]=[C:4]([CH2:18][N:19]2[C:24](=[O:25])[C:23]([O:26][C:27]3[CH:28]=[C:29]([CH:32]=[C:33]([Cl:35])[CH:34]=3)[C:30]#[N:31])=[C:22]([C:36]([F:39])([F:38])[F:37])[N:21]=[CH:20]2)[CH:3]=1.[CH3:40][S:41]([O:43][Na])=[O:42].O. Given the product [Cl:35][C:33]1[CH:32]=[C:29]([CH:28]=[C:27]([O:26][C:23]2[C:24](=[O:25])[N:19]([CH2:18][C:4]3[CH:3]=[C:2]([S:41]([CH3:40])(=[O:43])=[O:42])[C:7](=[O:8])[N:6]([CH2:9][C:10]4[CH:15]=[CH:14][C:13]([O:16][CH3:17])=[CH:12][CH:11]=4)[N:5]=3)[CH:20]=[N:21][C:22]=2[C:36]([F:39])([F:38])[F:37])[CH:34]=1)[C:30]#[N:31], predict the reactants needed to synthesize it. (6) Given the product [S:42]1[CH:46]=[CH:45][CH:44]=[C:43]1[CH2:47][NH:48][C:11]([C:9]1[N:10]=[C:5]2[C:4]([C:14]([F:17])([F:16])[F:15])=[CH:3][C:2]([Br:1])=[CH:7][N:6]2[CH:8]=1)=[O:13], predict the reactants needed to synthesize it. The reactants are: [Br:1][C:2]1[CH:3]=[C:4]([C:14]([F:17])([F:16])[F:15])[C:5]2[N:6]([CH:8]=[C:9]([C:11]([OH:13])=O)[N:10]=2)[CH:7]=1.CN(C(ON1N=NC2C=CC=CC1=2)=[N+](C)C)C.F[P-](F)(F)(F)(F)F.[S:42]1[CH:46]=[CH:45][CH:44]=[C:43]1[CH2:47][NH2:48].CCN(C(C)C)C(C)C.C(=O)(O)[O-].[Na+]. (7) Given the product [O:35]=[C:9]1[C:10]2[NH:11][C:12]3[C:17]([C:18]=2[C:19]([CH2:22][C:23]([OH:25])=[O:24])=[CH:20][CH2:21][NH:8]1)=[CH:16][CH:15]=[CH:14][CH:13]=3, predict the reactants needed to synthesize it. The reactants are: C(OC([N:8]1[CH2:21][CH2:20][C:19](=[CH:22][C:23]([O:25]CC)=[O:24])[C:18]2[C:17]3[C:12](=[CH:13][CH:14]=[CH:15][CH:16]=3)[N:11](C(OC(C)(C)C)=O)[C:10]=2[C:9]1=[O:35])=O)(C)(C)C.[Li+].[OH-]. (8) Given the product [Cl:1][C:2]1[CH:15]=[CH:14][C:5]([CH2:6][C:7]2[C:8]([CH3:13])=[N:9][N:10]3[C:28](=[O:29])[CH:27]=[C:26]([C:20]4[CH:21]=[CH:22][C:23]([O:24][CH3:25])=[C:18]([O:17][CH3:16])[CH:19]=4)[NH:12][C:11]=23)=[CH:4][CH:3]=1, predict the reactants needed to synthesize it. The reactants are: [Cl:1][C:2]1[CH:15]=[CH:14][C:5]([CH2:6][C:7]2[C:8]([CH3:13])=[N:9][NH:10][C:11]=2[NH2:12])=[CH:4][CH:3]=1.[CH3:16][O:17][C:18]1[CH:19]=[C:20]([C:26](=O)[CH2:27][C:28](OC)=[O:29])[CH:21]=[CH:22][C:23]=1[O:24][CH3:25].